Dataset: Reaction yield outcomes from USPTO patents with 853,638 reactions. Task: Predict the reaction yield, written as a fraction of the theoretical maximum amount of product (1.0 means a 100% yield; for example, 0.34 means a 34% yield). (1) The reactants are Cl[C:2]1[C:11]2[C:6](=[CH:7][C:8]([C:12]3[C:13]([CH3:18])=[N:14][O:15][C:16]=3[CH3:17])=[CH:9][CH:10]=2)[N:5]=[CH:4][C:3]=1[C:19]([NH2:21])=[O:20].[NH2:22][C:23]1[CH:24]=[C:25]([C:32]([OH:34])=[O:33])[CH:26]=[C:27]([C:29]([OH:31])=[O:30])[CH:28]=1. The catalyst is C(O)(=O)C. The product is [NH2:21][C:19]([C:3]1[CH:4]=[N:5][C:6]2[C:11]([C:2]=1[NH:22][C:23]1[CH:24]=[C:25]([C:32]([OH:34])=[O:33])[CH:26]=[C:27]([C:29]([OH:31])=[O:30])[CH:28]=1)=[CH:10][CH:9]=[C:8]([C:12]1[C:13]([CH3:18])=[N:14][O:15][C:16]=1[CH3:17])[CH:7]=2)=[O:20]. The yield is 0.642. (2) The reactants are [CH:1](=O)[C:2]1[CH:7]=[CH:6][CH:5]=[CH:4][CH:3]=1.[C:9]([OH:15])(=[O:14])[CH2:10]C(O)=O.C([O-])(=O)C.[NH4+:20]. The catalyst is C(O)C. The product is [C:2]1([CH:1]([CH2:10][C:9]([OH:15])=[O:14])[NH2:20])[CH:7]=[CH:6][CH:5]=[CH:4][CH:3]=1. The yield is 0.480. (3) The reactants are [CH3:1][O:2][C:3]([C:5]1[C:13]([NH:14][C:15]2[CH:20]=[CH:19][C:18]([Br:21])=[CH:17][C:16]=2[Cl:22])=[C:12]([F:23])[C:8]2[N:9]=[CH:10][NH:11][C:7]=2[CH:6]=1)=[O:4].IC.[C:26](=O)([O-])[O-].[K+].[K+]. The catalyst is CN(C)C=O.C(OCC)(=O)C. The product is [CH3:1][O:2][C:3]([C:5]1[C:13]([NH:14][C:15]2[CH:20]=[CH:19][C:18]([Br:21])=[CH:17][C:16]=2[Cl:22])=[C:12]([F:23])[C:8]2[N:9]=[CH:10][N:11]([CH3:26])[C:7]=2[CH:6]=1)=[O:4]. The yield is 0.360. (4) The reactants are [CH2:1]([C:3]1[CH:4]=[C:5]([NH:10][CH:11]2[CH2:16][CH2:15][N:14]([C@H:17]3[CH2:22][CH2:21][C@H:20]([O:23][CH2:24][CH2:25][CH3:26])[CH2:19][CH2:18]3)[CH2:13][CH2:12]2)[C:6]([NH2:9])=[CH:7][CH:8]=1)[CH3:2].C(N(C(C)C)CC)(C)C.[Cl:36][C:37](Cl)([O:39]C(=O)OC(Cl)(Cl)Cl)Cl.Cl.CCOCC. The catalyst is ClCCl. The product is [ClH:36].[CH2:1]([C:3]1[CH:8]=[CH:7][C:6]2[NH:9][C:37](=[O:39])[N:10]([CH:11]3[CH2:16][CH2:15][N:14]([C@H:17]4[CH2:22][CH2:21][C@H:20]([O:23][CH2:24][CH2:25][CH3:26])[CH2:19][CH2:18]4)[CH2:13][CH2:12]3)[C:5]=2[CH:4]=1)[CH3:2]. The yield is 0.950. (5) The reactants are Br[C:2]1[CH:3]=[N:4][C:5](=[O:11])[N:6]([CH2:8][CH2:9][OH:10])[CH:7]=1.[C:12]1(B(O)O)[CH:17]=[CH:16][CH:15]=[CH:14][CH:13]=1.C(=O)([O-])[O-].[Na+].[Na+]. The catalyst is COCCOC. The product is [OH:10][CH2:9][CH2:8][N:6]1[CH:7]=[C:2]([C:12]2[CH:17]=[CH:16][CH:15]=[CH:14][CH:13]=2)[CH:3]=[N:4][C:5]1=[O:11]. The yield is 0.700. (6) The reactants are C([N:3]([CH2:6][CH3:7])CC)C.Cl[C:9](Cl)([O:11][C:12](=[O:18])[O:13][C:14](Cl)(Cl)Cl)Cl.C(Cl)Cl.CO. The catalyst is C(Cl)Cl. The product is [NH2:3][CH2:6][CH2:7][CH:9]1[CH2:14][O:13][C:12](=[O:18])[O:11]1. The yield is 0.550. (7) The reactants are [CH2:1]([O:8][C:9](=[O:22])[CH2:10][CH:11]([NH:14][C:15]([O:17][C:18]([CH3:21])([CH3:20])[CH3:19])=[O:16])[C:12]#[N:13])[C:2]1[CH:7]=[CH:6][CH:5]=[CH:4][CH:3]=1.[Cl-].[NH4+].[N-:25]=[N+:26]=[N-:27].[Na+]. The catalyst is CN(C)C=O. The product is [CH2:1]([O:8][C:9](=[O:22])[CH2:10][CH:11]([NH:14][C:15]([O:17][C:18]([CH3:19])([CH3:21])[CH3:20])=[O:16])[C:12]1[NH:27][N:26]=[N:25][N:13]=1)[C:2]1[CH:3]=[CH:4][CH:5]=[CH:6][CH:7]=1. The yield is 0.480. (8) The reactants are [NH2:1][C:2]1[C:3]([CH3:21])=[C:4]2[C:8](=[CH:9][C:10]=1[NH2:11])[C:7](=[O:12])[N:6]([CH:13]1[CH2:18][CH2:17][N:16]([CH3:19])[CH2:15][CH2:14]1)[C:5]2=[O:20].CC(O)=O.[I:26][C:27]1[C:32]([CH:33]=O)=[C:31]([O:35][CH3:36])[N:30]=[CH:29][CH:28]=1. The catalyst is CO. The product is [I:26][C:27]1[CH:28]=[CH:29][N:30]=[C:31]([O:35][CH3:36])[C:32]=1[C:33]1[NH:11][C:10]2[C:2]([N:1]=1)=[C:3]([CH3:21])[C:4]1[C:5](=[O:20])[N:6]([CH:13]3[CH2:14][CH2:15][N:16]([CH3:19])[CH2:17][CH2:18]3)[C:7](=[O:12])[C:8]=1[CH:9]=2. The yield is 0.470. (9) The yield is 0.652. The reactants are [CH2:1]([C:3]1[N:4]=[C:5]2[CH:10]=[CH:9][CH:8]=[C:7]([CH2:11][NH:12][CH2:13][CH2:14][CH2:15][CH2:16][CH2:17][NH:18][S:19]([C:22]([F:25])([F:24])[F:23])(=[O:21])=[O:20])[N:6]2[CH:26]=1)[CH3:2].[CH2:27]=O. The product is [CH2:1]([C:3]1[N:4]=[C:5]2[N:6]3[C:7]([CH2:11][N:12]([CH2:13][CH2:14][CH2:15][CH2:16][CH2:17][NH:18][S:19]([C:22]([F:25])([F:24])[F:23])(=[O:20])=[O:21])[CH2:27][C:26]=13)=[CH:8][CH:9]=[CH:10]2)[CH3:2]. The catalyst is C(O)(=O)C.